The task is: Predict the reaction yield, written as a fraction of the theoretical maximum amount of product (1.0 means a 100% yield; for example, 0.34 means a 34% yield).. This data is from Reaction yield outcomes from USPTO patents with 853,638 reactions. (1) The reactants are [C:1]1([CH2:7][N:8]2[CH2:12][CH2:11][C@H:10]([NH:13]C(=O)OC(C)(C)C)[CH2:9]2)[CH2:6][CH2:5][CH2:4][CH2:3][CH:2]=1.Cl.[OH-].[Na+]. The catalyst is C(O)C. The product is [C:1]1([CH2:7][N:8]2[CH2:12][CH2:11][C@H:10]([NH2:13])[CH2:9]2)[CH2:6][CH2:5][CH2:4][CH2:3][CH:2]=1. The yield is 0.956. (2) The reactants are [CH3:1][O:2][C:3]1[CH:10]=[C:9]([O:11][CH3:12])[CH:8]=[CH:7][C:4]=1[CH:5]=O.[CH:13]1[N:17]=[C:16]([NH2:18])[S:15][CH:14]=1.[BH4-].[Na+].CO. The catalyst is ClC(Cl)C.N1CCCCC1. The product is [CH3:1][O:2][C:3]1[CH:10]=[C:9]([O:11][CH3:12])[CH:8]=[CH:7][C:4]=1[CH2:5][NH:18][C:16]1[S:15][CH:14]=[CH:13][N:17]=1. The yield is 0.640. (3) The reactants are [CH3:1][C:2]1[N:3]=[CH:4][C:5]([NH:8][C:9](=[O:15])[O:10][C:11]([CH3:14])([CH3:13])[CH3:12])=[N:6][CH:7]=1.C1C(=O)N([Br:23])C(=O)C1.CC(N=NC(C#N)(C)C)(C#N)C. The catalyst is C(Cl)(Cl)(Cl)Cl. The product is [Br:23][CH2:1][C:2]1[N:3]=[CH:4][C:5]([NH:8][C:9](=[O:15])[O:10][C:11]([CH3:12])([CH3:14])[CH3:13])=[N:6][CH:7]=1. The yield is 0.750.